This data is from hERG potassium channel inhibition data for cardiac toxicity prediction from Karim et al.. The task is: Regression/Classification. Given a drug SMILES string, predict its toxicity properties. Task type varies by dataset: regression for continuous values (e.g., LD50, hERG inhibition percentage) or binary classification for toxic/non-toxic outcomes (e.g., AMES mutagenicity, cardiotoxicity, hepatotoxicity). Dataset: herg_karim. (1) The drug is COc1ccc2ncc(F)c(CCC34CCC(NCc5ccc6c(n5)N(C)C(=O)CO6)(CC3)CO4)c2n1. The result is 1 (blocker). (2) The molecule is Cc1nc(SCc2cc(N3CCOCC3)cc(NCC#N)n2)sc1C. The result is 0 (non-blocker). (3) The molecule is CCc1c(CN[C@H]2CC[C@@H](F)C2)nc(-c2ncccc2Cl)n1-c1ccc(C)nc1. The result is 0 (non-blocker). (4) The molecule is CCCC1Oc2ccc(-c3cncnc3)cc2C2(COC(N)=N2)C12COC2. The result is 0 (non-blocker). (5) The drug is CC1CCCN1CCc1ccc(-c2ccc(S(=O)(=O)N3CCC(O)C3)cc2)cc1. The result is 1 (blocker). (6) The drug is Nc1ccc(-c2ccsc2)cc1N. The result is 1 (blocker). (7) The molecule is CCCCCCCCCCCCCCCCCCOP(=O)([O-])OC1CC[N+](C)(C)CC1. The result is 0 (non-blocker). (8) The drug is N#C[C@H]1C[C@@H](O)CC[C@@H]1n1cc(C(N)=O)c(Nc2ccc(Cl)cc2)n1. The result is 0 (non-blocker). (9) The molecule is Cc1ccc2c(N3CCN(CCc4c(C)ccc5[nH]c(=O)ccc45)CC3)cccc2n1. The result is 0 (non-blocker). (10) The result is 1 (blocker). The compound is O=C(Cc1ccc(Cl)cc1Cl)N[C@@H]1N=C(c2ccccc2)c2ccccc2N(CC(F)(F)F)C1=O.